From a dataset of Catalyst prediction with 721,799 reactions and 888 catalyst types from USPTO. Predict which catalyst facilitates the given reaction. (1) Reactant: N#N.[CH3:3][C:4]1([C:9]2[S:10][C:11]([CH2:14][OH:15])=[CH:12][N:13]=2)[O:8][CH2:7][CH2:6][O:5]1.CCN(CC)CC.[S:23](Cl)([CH3:26])(=[O:25])=[O:24]. Product: [CH3:26][S:23]([O:15][CH2:14][C:11]1[S:10][C:9]([C:4]2([CH3:3])[O:8][CH2:7][CH2:6][O:5]2)=[N:13][CH:12]=1)(=[O:25])=[O:24]. The catalyst class is: 64. (2) Reactant: C([Li])CCC.[CH3:6][O:7][C:8]1[CH:13]=[CH:12][N:11]2[N:14]=[C:15]([C:17]3[CH:22]=[CH:21][CH:20]=[CH:19][CH:18]=3)[CH:16]=[C:10]2[CH:9]=1.[CH3:23][Si:24](Cl)([CH3:26])[CH3:25].[Cl-].[NH4+]. Product: [CH3:6][O:7][C:8]1[CH:13]=[C:12]([Si:24]([CH3:26])([CH3:25])[CH3:23])[N:11]2[N:14]=[C:15]([C:17]3[CH:18]=[CH:19][CH:20]=[CH:21][CH:22]=3)[CH:16]=[C:10]2[CH:9]=1. The catalyst class is: 188. (3) Reactant: [OH-].[Na+].[F:3][C:4]([F:30])([F:29])[C:5]1[CH:6]=[C:7]([CH:26]=[CH:27][CH:28]=1)[C:8]([N:10]=[C:11]1[N:15]([CH2:16][C:17]([O:19]CC)=[O:18])[C:14]2[CH2:22][CH2:23][CH2:24][CH2:25][C:13]=2[S:12]1)=[O:9].O1CCCC1. Product: [F:30][C:4]([F:3])([F:29])[C:5]1[CH:6]=[C:7]([CH:26]=[CH:27][CH:28]=1)[C:8]([N:10]=[C:11]1[N:15]([CH2:16][C:17]([OH:19])=[O:18])[C:14]2[CH2:22][CH2:23][CH2:24][CH2:25][C:13]=2[S:12]1)=[O:9]. The catalyst class is: 5. (4) Reactant: [ClH:1].[CH3:2][N:3]([CH3:16])[CH2:4][CH2:5][O:6][C:7]1[CH:12]=[CH:11][C:10]([N+:13]([O-])=O)=[CH:9][CH:8]=1. Product: [ClH:1].[CH3:2][N:3]([CH3:16])[CH2:4][CH2:5][O:6][C:7]1[CH:12]=[CH:11][C:10]([NH2:13])=[CH:9][CH:8]=1. The catalyst class is: 29. (5) Reactant: [N+:1]([C:4]1[CH:9]=[CH:8][CH:7]=[CH:6][C:5]=1[N:10]1[C:15](=[O:16])[CH:14]=[CH:13][C:12]2[C:17]([C:23]3[CH:28]=[CH:27][CH:26]=[CH:25][CH:24]=3)=[C:18]([C:20]([OH:22])=O)[S:19][C:11]1=2)([O-:3])=[O:2].C(N1C=CN=C1)([N:31]1C=CN=C1)=O.N. Product: [N+:1]([C:4]1[CH:9]=[CH:8][CH:7]=[CH:6][C:5]=1[N:10]1[C:15](=[O:16])[CH:14]=[CH:13][C:12]2[C:17]([C:23]3[CH:28]=[CH:27][CH:26]=[CH:25][CH:24]=3)=[C:18]([C:20]([NH2:31])=[O:22])[S:19][C:11]1=2)([O-:3])=[O:2]. The catalyst class is: 3. (6) The catalyst class is: 186. Reactant: [Br:1][C:2]1[CH:7]=[CH:6][C:5]([O:8][CH3:9])=[C:4]([N+:10]([O-])=O)[CH:3]=1.Cl. Product: [Br:1][C:2]1[CH:7]=[CH:6][C:5]([O:8][CH3:9])=[C:4]([CH:3]=1)[NH2:10].